Dataset: Forward reaction prediction with 1.9M reactions from USPTO patents (1976-2016). Task: Predict the product of the given reaction. (1) Given the reactants [Br:1][C:2]1[CH:9]=[C:6]([CH:7]=[O:8])[C:5]([OH:10])=[CH:4][CH:3]=1.[C:11]([O:15][C:16]([N:18]1[CH2:23][CH2:22][CH:21](OS(C2C=CC(C)=CC=2)(=O)=O)[CH2:20][CH2:19]1)=[O:17])([CH3:14])([CH3:13])[CH3:12].C([O-])([O-])=O.[K+].[K+], predict the reaction product. The product is: [C:11]([O:15][C:16]([N:18]1[CH2:23][CH2:22][CH:21]([O:10][C:5]2[CH:4]=[CH:3][C:2]([Br:1])=[CH:9][C:6]=2[CH:7]=[O:8])[CH2:20][CH2:19]1)=[O:17])([CH3:14])([CH3:12])[CH3:13]. (2) Given the reactants [N:1]1([C:10]2[CH:15]=[CH:14][CH:13]=[CH:12][N:11]=2)[CH2:6][CH2:5][CH:4]([C:7]([OH:9])=O)[CH2:3][CH2:2]1.BrC1C=CC=CN=1.[S:23]1[C:27]2[CH:28]=[CH:29][CH:30]=[CH:31][C:26]=2[C:25]([NH2:32])=[N:24]1, predict the reaction product. The product is: [S:23]1[C:27]2[CH:28]=[CH:29][CH:30]=[CH:31][C:26]=2[C:25]([NH:32][C:7]([CH:4]2[CH2:3][CH2:2][N:1]([C:10]3[CH:15]=[CH:14][CH:13]=[CH:12][N:11]=3)[CH2:6][CH2:5]2)=[O:9])=[N:24]1.